From a dataset of Retrosynthesis with 50K atom-mapped reactions and 10 reaction types from USPTO. Predict the reactants needed to synthesize the given product. (1) Given the product CNCCc1ccc(O)cc1, predict the reactants needed to synthesize it. The reactants are: CN.Oc1ccc(CCBr)cc1. (2) The reactants are: O=Cc1cc(O)ccc1[N+](=O)[O-].OCCCBr. Given the product O=Cc1cc(OCCCO)ccc1[N+](=O)[O-], predict the reactants needed to synthesize it. (3) The reactants are: C[C@@H](CN)Oc1cccc2ncnc(Nc3ccc(OCc4ccccn4)c(Cl)c3)c12.O=C(O)CO. Given the product C[C@@H](CNC(=O)CO)Oc1cccc2ncnc(Nc3ccc(OCc4ccccn4)c(Cl)c3)c12, predict the reactants needed to synthesize it. (4) Given the product Cc1ccc(-c2ccccc2C(=O)Nc2ccc(C(=O)N(C)c3ccccc3OCCO)cc2)cc1, predict the reactants needed to synthesize it. The reactants are: CC(=O)OCCOc1ccccc1N(C)C(=O)c1ccc(NC(=O)c2ccccc2-c2ccc(C)cc2)cc1.